Dataset: Catalyst prediction with 721,799 reactions and 888 catalyst types from USPTO. Task: Predict which catalyst facilitates the given reaction. (1) Reactant: [CH2:1]([O:8][N:9]1[C:15](=[O:16])[N:14]2[CH2:17][C@H:10]1[CH2:11][CH2:12][C@H:13]2[C:18]([OH:20])=O)[C:2]1[CH:7]=[CH:6][CH:5]=[CH:4][CH:3]=1.[F:21][C:22]1([F:29])[CH2:24][CH:23]1[C:25]([NH:27][NH2:28])=[O:26].ON1C2C=CC=CC=2N=N1.Cl.C(N=C=NCCCN(C)C)C. Product: [CH2:1]([O:8][N:9]1[C:15](=[O:16])[N:14]2[CH2:17][C@H:10]1[CH2:11][CH2:12][C@H:13]2[C:18]([NH:28][NH:27][C:25]([CH:23]1[CH2:24][C:22]1([F:29])[F:21])=[O:26])=[O:20])[C:2]1[CH:3]=[CH:4][CH:5]=[CH:6][CH:7]=1. The catalyst class is: 2. (2) Reactant: [CH3:1][O:2][C:3]([CH2:5][O:6][C:7]1[CH:19]=[CH:18][CH:17]=[C:16]([O:20][CH2:21][C:22]([O:24][CH3:25])=[O:23])[C:8]=1[C:9]([O:11][C:12]([CH3:15])([CH3:14])[CH3:13])=[O:10])=[O:4].C(O[CH:31]([N:35]([CH3:37])[CH3:36])N(C)C)(C)(C)C. Product: [CH3:37][N:35]([CH3:31])[CH:36]=[C:21]([C:22]([O:24][CH3:25])=[O:23])[O:20][C:16]1[CH:17]=[CH:18][CH:19]=[C:7]([O:6][C:5]([C:3]([O:2][CH3:1])=[O:4])=[CH:31][N:35]([CH3:37])[CH3:36])[C:8]=1[C:9]([O:11][C:12]([CH3:15])([CH3:14])[CH3:13])=[O:10]. The catalyst class is: 11. (3) Reactant: [CH3:1][O:2][C:3](=[O:44])[CH2:4][CH2:5][CH2:6][CH2:7][N:8]([CH2:33][C:34]1[CH:43]=[CH:42][C:37]([C:38]([O:40][CH3:41])=[O:39])=[CH:36][CH:35]=1)[CH2:9][CH2:10][C:11]1[CH:16]=[CH:15][CH:14]=[CH:13][C:12]=1[O:17][CH2:18][C:19]1[CH:24]=[CH:23][C:22](/[CH:25]=[CH:26]/[C:27]2[CH:32]=[CH:31][CH:30]=[CH:29][CH:28]=2)=[CH:21][CH:20]=1.[H][H]. Product: [CH3:1][O:2][C:3](=[O:44])[CH2:4][CH2:5][CH2:6][CH2:7][N:8]([CH2:33][C:34]1[CH:43]=[CH:42][C:37]([C:38]([O:40][CH3:41])=[O:39])=[CH:36][CH:35]=1)[CH2:9][CH2:10][C:11]1[CH:16]=[CH:15][CH:14]=[CH:13][C:12]=1[O:17][CH2:18][C:19]1[CH:24]=[CH:23][C:22]([CH2:25][CH2:26][C:27]2[CH:28]=[CH:29][CH:30]=[CH:31][CH:32]=2)=[CH:21][CH:20]=1. The catalyst class is: 153. (4) Reactant: [NH:1]1[CH2:6][CH2:5][CH:4]([C:7]2[C:15]3[C:10](=[CH:11][CH:12]=[CH:13][CH:14]=3)[NH:9][CH:8]=2)[CH2:3][CH2:2]1.[CH2:16]([N:23]1[CH2:28][CH2:27][CH:26]([CH:29]2[CH2:31][O:30]2)[CH2:25][CH2:24]1)[C:17]1[CH:22]=[CH:21][CH:20]=[CH:19][CH:18]=1. Product: [CH2:16]([N:23]1[CH2:28][CH2:27][CH:26]([CH:29]([OH:30])[CH2:31][N:1]2[CH2:6][CH2:5][CH:4]([C:7]3[C:15]4[C:10](=[CH:11][CH:12]=[CH:13][CH:14]=4)[NH:9][CH:8]=3)[CH2:3][CH2:2]2)[CH2:25][CH2:24]1)[C:17]1[CH:22]=[CH:21][CH:20]=[CH:19][CH:18]=1. The catalyst class is: 32. (5) Reactant: [C:1]([O:5][C:6]([N:8]1[CH2:13][CH2:12][C@@H:11]([C:14]([O:16]CC)=[O:15])[C@H:10]([C:19]2[CH:24]=[CH:23][C:22]([Cl:25])=[C:21]([Cl:26])[CH:20]=2)[CH2:9]1)=[O:7])([CH3:4])([CH3:3])[CH3:2].[OH-].[Na+].C(O)(=O)CC(CC(O)=O)(C(O)=O)O. Product: [C:1]([O:5][C:6]([N:8]1[CH2:13][CH2:12][C@@H:11]([C:14]([OH:16])=[O:15])[C@H:10]([C:19]2[CH:24]=[CH:23][C:22]([Cl:25])=[C:21]([Cl:26])[CH:20]=2)[CH2:9]1)=[O:7])([CH3:4])([CH3:2])[CH3:3]. The catalyst class is: 14. (6) Reactant: Br[C:2]1[C:7]([O:8][CH2:9][CH2:10][F:11])=[CH:6][CH:5]=[CH:4][N:3]=1.C([Li])CCC.CCCCCC.CON(C)[C:26]([CH:28]1[CH2:33][CH2:32][N:31]([C:34]([O:36][C:37]([CH3:40])([CH3:39])[CH3:38])=[O:35])[CH2:30][CH2:29]1)=[O:27]. Product: [F:11][CH2:10][CH2:9][O:8][C:7]1[C:2]([C:26]([CH:28]2[CH2:33][CH2:32][N:31]([C:34]([O:36][C:37]([CH3:40])([CH3:39])[CH3:38])=[O:35])[CH2:30][CH2:29]2)=[O:27])=[N:3][CH:4]=[CH:5][CH:6]=1. The catalyst class is: 1. (7) Reactant: [CH:1]1([C@H:7]2[CH2:12][C@H:11]([C:13]3[O:17][NH:16][C:15](=[O:18])[CH:14]=3)[CH2:10][CH2:9][N:8]2[C:19]([O:21][CH3:22])=[O:20])[CH2:6][CH2:5][CH2:4][CH2:3][CH2:2]1. Product: [CH:1]1([C@@H:7]2[CH2:12][C@@H:11]([C:13]3[O:17][NH:16][C:15](=[O:18])[CH:14]=3)[CH2:10][CH2:9][N:8]2[C:19]([O:21][CH3:22])=[O:20])[CH2:2][CH2:3][CH2:4][CH2:5][CH2:6]1. The catalyst class is: 14. (8) Reactant: C(OC([O:11][C:12]1([CH2:50][CH3:51])[C:17]2[CH:18]=[C:19]3[N:27]([C:28](=[O:29])[C:16]=2[CH2:15][O:14][C:13]1=[O:49])[CH2:26][C:25]1[C:24]([CH2:30][CH2:31][Si:32]([CH3:44])([CH3:43])[CH2:33][CH2:34][CH2:35][O:36][C:37]([CH:39]2[CH2:42][CH2:41][CH2:40]2)=[O:38])=[C:23]2[CH:45]=[CH:46][CH:47]=[CH:48][C:22]2=[N:21][C:20]3=1)=O)C1C=CC=CC=1.[H][H]. Product: [CH2:50]([C:12]1([OH:11])[C:17]2[CH:18]=[C:19]3[N:27]([C:28](=[O:29])[C:16]=2[CH2:15][O:14][C:13]1=[O:49])[CH2:26][C:25]1[C:24]([CH2:30][CH2:31][Si:32]([CH3:44])([CH3:43])[CH2:33][CH2:34][CH2:35][O:36][C:37]([CH:39]2[CH2:42][CH2:41][CH2:40]2)=[O:38])=[C:23]2[CH:45]=[CH:46][CH:47]=[CH:48][C:22]2=[N:21][C:20]3=1)[CH3:51]. The catalyst class is: 63.